Dataset: Full USPTO retrosynthesis dataset with 1.9M reactions from patents (1976-2016). Task: Predict the reactants needed to synthesize the given product. (1) Given the product [NH2:1][C:2]1[CH:7]=[CH:6][CH:5]=[C:4]([Cl:8])[C:3]=1[CH:9]([C:11]1[CH:16]=[CH:15][CH:14]=[C:13]([O:17][CH3:18])[C:12]=1[O:19][CH3:20])[OH:10], predict the reactants needed to synthesize it. The reactants are: [NH2:1][C:2]1[CH:7]=[CH:6][CH:5]=[C:4]([Cl:8])[C:3]=1[C:9]([C:11]1[CH:16]=[CH:15][CH:14]=[C:13]([O:17][CH3:18])[C:12]=1[O:19][CH3:20])=[O:10].[BH4-].[Na+]. (2) Given the product [C:16]1([C:26]2[CH:27]=[CH:28][CH:29]=[CH:30][CH:31]=2)[CH:21]=[CH:20][CH:19]=[CH:18][C:17]=1[CH2:22][C:23]1[S:24][C:2]([CH2:3][C:4]([OH:6])=[O:5])=[C:7]([C:9]2[CH:14]=[CH:13][C:12]([F:15])=[CH:11][CH:10]=2)[N:25]=1, predict the reactants needed to synthesize it. The reactants are: Br[CH:2]([C:7]([C:9]1[CH:14]=[CH:13][C:12]([F:15])=[CH:11][CH:10]=1)=O)[CH2:3][C:4]([OH:6])=[O:5].[C:16]1([C:26]2[CH:31]=[CH:30][CH:29]=[CH:28][CH:27]=2)[CH:21]=[CH:20][CH:19]=[CH:18][C:17]=1[CH2:22][C:23]([NH2:25])=[S:24]. (3) Given the product [F:11][CH:10]([F:12])[O:9][C:4]1[CH:3]=[C:2]([NH:23][CH2:22][CH2:21][C:18]2[CH:17]=[CH:16][C:15]([C:14]([F:25])([F:13])[F:24])=[CH:20][N:19]=2)[CH:7]=[CH:6][C:5]=1[CH3:8], predict the reactants needed to synthesize it. The reactants are: I[C:2]1[CH:7]=[CH:6][C:5]([CH3:8])=[C:4]([O:9][CH:10]([F:12])[F:11])[CH:3]=1.[F:13][C:14]([F:25])([F:24])[C:15]1[CH:16]=[CH:17][C:18]([CH2:21][CH2:22][NH2:23])=[N:19][CH:20]=1. (4) The reactants are: [F:10][C:7](F)(F)[C:6](O[C:6](=[O:11])[C:7]([F:10])(F)F)=[O:11].[F:14][C:15]1[C:16]([C:23]#[N:24])=[N+:17]([O-])C=C(F)[CH:20]=1. Given the product [F:14][C:15]1[CH:20]=[C:7]([F:10])[C:6](=[O:11])[NH:17][C:16]=1[C:23]#[N:24], predict the reactants needed to synthesize it. (5) Given the product [CH3:19][O:18][N:17]([CH3:16])[C:12]([CH:10]1[CH2:9][N:8]([C:6]([O:5][C:1]([CH3:2])([CH3:3])[CH3:4])=[O:7])[CH2:11]1)=[O:14], predict the reactants needed to synthesize it. The reactants are: [C:1]([O:5][C:6]([N:8]1[CH2:11][CH:10]([C:12]([OH:14])=O)[CH2:9]1)=[O:7])([CH3:4])([CH3:3])[CH3:2].Cl.[CH3:16][NH:17][O:18][CH3:19].CCN(CC)CC.CN(C(ON1N=NC2C=CC=NC1=2)=[N+](C)C)C.F[P-](F)(F)(F)(F)F. (6) Given the product [OH:4][CH2:5][CH2:6][CH2:7][S:8]([NH:11][C:12](=[O:46])[CH2:13][C@H:14]1[O:20][C@H:19]([C:21]2[CH:26]=[CH:25][CH:24]=[C:23]([O:27][CH3:28])[C:22]=2[O:29][CH3:30])[C:18]2[CH:31]=[C:32]([Cl:35])[CH:33]=[CH:34][C:17]=2[N:16]([CH2:36][C:37]([CH3:44])([CH3:43])[CH2:38][OH:39])[C:15]1=[O:45])(=[O:10])=[O:9], predict the reactants needed to synthesize it. The reactants are: C([O:4][CH2:5][CH2:6][CH2:7][S:8]([NH:11][C:12](=[O:46])[CH2:13][C@H:14]1[O:20][C@H:19]([C:21]2[CH:26]=[CH:25][CH:24]=[C:23]([O:27][CH3:28])[C:22]=2[O:29][CH3:30])[C:18]2[CH:31]=[C:32]([Cl:35])[CH:33]=[CH:34][C:17]=2[N:16]([CH2:36][C:37]([CH3:44])([CH3:43])[CH2:38][O:39]C(=O)C)[C:15]1=[O:45])(=[O:10])=[O:9])(=O)C.[OH-].[Na+].C(O)C. (7) Given the product [C:1]([O:5][C:6]([N:8]1[CH2:9][CH2:10][C:11]([CH2:15][NH2:16])([F:14])[CH2:12][CH2:13]1)=[O:7])([CH3:4])([CH3:3])[CH3:2], predict the reactants needed to synthesize it. The reactants are: [C:1]([O:5][C:6]([N:8]1[CH2:13][CH2:12][C:11]([CH2:15][N:16]2C(=O)C3C(=CC=CC=3)C2=O)([F:14])[CH2:10][CH2:9]1)=[O:7])([CH3:4])([CH3:3])[CH3:2].O.NN. (8) Given the product [CH3:17][N:2]([CH3:1])[C:3]1[CH:11]=[C:10]([CH:9]=[C:5]([CH2:6][OH:7])[CH:4]=1)[C:12]([O:14][CH2:15][CH3:16])=[O:13], predict the reactants needed to synthesize it. The reactants are: [CH3:1][N:2]([CH3:17])[C:3]1[CH:4]=[C:5]([CH:9]=[C:10]([C:12]([O:14][CH2:15][CH3:16])=[O:13])[CH:11]=1)[C:6](O)=[O:7].B.C1COCC1. (9) The reactants are: [CH3:1][O:2][C:3](=[O:15])[CH2:4][C:5]1[CH:6]=[N:7][C:8]([C:11](=[NH:14])[NH:12][OH:13])=[CH:9][CH:10]=1.[CH3:16][C:17](OC(C)=O)=O. Given the product [CH3:1][O:2][C:3](=[O:15])[CH2:4][C:5]1[CH:6]=[N:7][C:8]([C:11]2[N:14]=[C:16]([CH3:17])[O:13][N:12]=2)=[CH:9][CH:10]=1, predict the reactants needed to synthesize it.